The task is: Predict which catalyst facilitates the given reaction.. This data is from Catalyst prediction with 721,799 reactions and 888 catalyst types from USPTO. (1) Reactant: [NH2:1][C:2]1[CH:10]=[C:9]2[C:5]([CH:6]=[CH:7][NH:8]2)=[C:4]([C:11]2[C:19]3[C:18]([NH:20][C@H:21]([C:23]4[N:28]([C:29]5[CH:34]=[CH:33][CH:32]=[CH:31][CH:30]=5)[C:27](=[O:35])[C:26]5=[C:36]([CH3:39])[CH:37]=[CH:38][N:25]5[N:24]=4)[CH3:22])=[N:17][CH:16]=[N:15][C:14]=3[N:13]([CH2:40][O:41][CH2:42][CH2:43][Si:44]([CH3:47])([CH3:46])[CH3:45])[CH:12]=2)[CH:3]=1.N1C=CC=CC=1.[S:54](Cl)(=[O:57])(=[O:56])[NH2:55]. Product: [CH3:39][C:36]1[CH:37]=[CH:38][N:25]2[C:26]=1[C:27](=[O:35])[N:28]([C:29]1[CH:34]=[CH:33][CH:32]=[CH:31][CH:30]=1)[C:23]([C@@H:21]([NH:20][C:18]1[C:19]3[C:11]([C:4]4[CH:3]=[C:2]([NH:1][S:54]([NH2:55])(=[O:57])=[O:56])[CH:10]=[C:9]5[C:5]=4[CH:6]=[CH:7][NH:8]5)=[CH:12][N:13]([CH2:40][O:41][CH2:42][CH2:43][Si:44]([CH3:45])([CH3:47])[CH3:46])[C:14]=3[N:15]=[CH:16][N:17]=1)[CH3:22])=[N:24]2. The catalyst class is: 7. (2) Reactant: [O:1]=[C:2]1[C:10]2[C:5](=[CH:6][CH:7]=[CH:8][CH:9]=2)[C:4](=[O:11])[N:3]1[C:12]1[C:16]2[CH:17]=[C:18]([N+:29]([O-])=O)[C:19]([NH:21][C:22](=[O:28])[O:23][C:24]([CH3:27])([CH3:26])[CH3:25])=[CH:20][C:15]=2[O:14][N:13]=1.CN(C=O)C. Product: [NH2:29][C:18]1[C:19]([NH:21][C:22](=[O:28])[O:23][C:24]([CH3:26])([CH3:25])[CH3:27])=[CH:20][C:15]2[O:14][N:13]=[C:12]([N:3]3[C:4](=[O:11])[C:5]4[C:10](=[CH:9][CH:8]=[CH:7][CH:6]=4)[C:2]3=[O:1])[C:16]=2[CH:17]=1. The catalyst class is: 238. (3) Reactant: [NH2:1][C:2]1[CH:3]=[CH:4][CH:5]=[C:6]2[C:10]=1[N:9]([CH2:11][O:12][CH3:13])[C:8]([C:14]([O:16][CH2:17][CH3:18])=[O:15])=[CH:7]2.[CH3:19][O:20][C:21]1[CH:26]=[CH:25][CH:24]=[CH:23][C:22]=1[S:27](Cl)(=[O:29])=[O:28]. Product: [CH3:13][O:12][CH2:11][N:9]1[C:10]2[C:6](=[CH:5][CH:4]=[CH:3][C:2]=2[NH:1][S:27]([C:22]2[CH:23]=[CH:24][CH:25]=[CH:26][C:21]=2[O:20][CH3:19])(=[O:29])=[O:28])[CH:7]=[C:8]1[C:14]([O:16][CH2:17][CH3:18])=[O:15]. The catalyst class is: 17. (4) Reactant: [C:1]([NH:9][C:10]([N:12]1[C:16]2([C:30]3[CH:35]=[CH:34][CH:33]=[C:32]([Br:36])[CH:31]=3)[CH2:17][N:18]([C:20]([O:22][CH2:23][C:24]3[CH:29]=[CH:28][CH:27]=[CH:26][CH:25]=3)=[O:21])[CH2:19][CH:15]2[CH2:14]O1)=[S:11])(=[O:8])[C:2]1[CH:7]=[CH:6][CH:5]=[CH:4][CH:3]=1.ClC(N(C)C)=C(C)C. Product: [C:1]([NH:9][C:10]1[S:11][CH2:14][CH:15]2[CH2:19][N:18]([C:20]([O:22][CH2:23][C:24]3[CH:25]=[CH:26][CH:27]=[CH:28][CH:29]=3)=[O:21])[CH2:17][C:16]2([C:30]2[CH:35]=[CH:34][CH:33]=[C:32]([Br:36])[CH:31]=2)[N:12]=1)(=[O:8])[C:2]1[CH:7]=[CH:6][CH:5]=[CH:4][CH:3]=1. The catalyst class is: 183. (5) Reactant: [CH:1]([C:3]1[N:4]=[CH:5][C:6]([NH:9][C:10](=[O:27])[CH:11]([NH:15][C:16](=[O:26])[CH2:17][C:18]2[CH:23]=[C:22]([F:24])[CH:21]=[C:20]([F:25])[CH:19]=2)[CH2:12][CH2:13][CH3:14])=[N:7][CH:8]=1)=O.[CH3:28][CH:29]([CH3:33])[CH2:30][CH2:31][NH2:32].S([O-])([O-])(=O)=O.[Na+].[Na+].C(O[BH-](OC(=O)C)OC(=O)C)(=O)C.[Na+]. Product: [CH3:28][CH:29]([CH3:33])[CH2:30][CH2:31][NH:32][CH2:1][C:3]1[N:4]=[CH:5][C:6]([NH:9][C:10](=[O:27])[CH:11]([NH:15][C:16](=[O:26])[CH2:17][C:18]2[CH:23]=[C:22]([F:24])[CH:21]=[C:20]([F:25])[CH:19]=2)[CH2:12][CH2:13][CH3:14])=[N:7][CH:8]=1. The catalyst class is: 15. (6) Reactant: C(=O)([O-])[O-].[K+].[K+].[CH2:7]([N:10]([C:20]1[CH:25]=[CH:24][C:23]([Cl:26])=[CH:22][C:21]=1[CH:27]([C:29]1[CH:34]=[CH:33][CH:32]=[C:31]([O:35][CH3:36])[C:30]=1[O:37][CH3:38])[OH:28])[C:11](=[O:19])/[CH:12]=[CH:13]/[C:14]([O:16][CH2:17][CH3:18])=[O:15])[CH:8]=[CH2:9].C(OCC)(=O)C. Product: [CH2:7]([N:10]1[C:20]2[CH:25]=[CH:24][C:23]([Cl:26])=[CH:22][C:21]=2[CH:27]([C:29]2[CH:34]=[CH:33][CH:32]=[C:31]([O:35][CH3:36])[C:30]=2[O:37][CH3:38])[O:28][CH:12]([CH2:13][C:14]([O:16][CH2:17][CH3:18])=[O:15])[C:11]1=[O:19])[CH:8]=[CH2:9]. The catalyst class is: 8.